Predict the product of the given reaction. From a dataset of Forward reaction prediction with 1.9M reactions from USPTO patents (1976-2016). (1) Given the reactants [C:1](Cl)(=O)C(Cl)=O.[Cl:7][C:8]1[CH:9]=[C:10]([C:14]([C:17]([F:20])([F:19])[F:18])=[CH:15][N:16]=1)[C:11]([OH:13])=[O:12].CO, predict the reaction product. The product is: [CH3:1][O:12][C:11](=[O:13])[C:10]1[C:14]([C:17]([F:20])([F:18])[F:19])=[CH:15][N:16]=[C:8]([Cl:7])[CH:9]=1. (2) Given the reactants [Cl:1][C:2]1[C:3]([CH2:12][N:13]2[C:17]([C:18]([O:20]C)=[O:19])=[CH:16][C:15]([O:22][CH:23]([CH3:25])[CH3:24])=[N:14]2)=[N:4][CH:5]=[C:6]([C:8]([F:11])([F:10])[F:9])[CH:7]=1.[OH-].[Na+].O1CCCC1, predict the reaction product. The product is: [Cl:1][C:2]1[C:3]([CH2:12][N:13]2[C:17]([C:18]([OH:20])=[O:19])=[CH:16][C:15]([O:22][CH:23]([CH3:25])[CH3:24])=[N:14]2)=[N:4][CH:5]=[C:6]([C:8]([F:9])([F:10])[F:11])[CH:7]=1. (3) Given the reactants Br[C:2]1[CH:7]=[CH:6][C:5]([S:8]([C:11]2[CH:16]=[CH:15][CH:14]=[CH:13][C:12]=2[C@@H:17]([OH:19])[CH3:18])(=[O:10])=[O:9])=[CH:4][C:3]=1[CH3:20].[F:21][C:22]1[CH:27]=[CH:26][C:25](/[CH:28]=[CH:29]/B(O)O)=[CH:24][CH:23]=1.C(=O)([O-])[O-].[Na+].[Na+], predict the reaction product. The product is: [F:21][C:22]1[CH:27]=[CH:26][C:25](/[CH:28]=[CH:29]/[C:2]2[CH:7]=[CH:6][C:5]([S:8]([C:11]3[CH:16]=[CH:15][CH:14]=[CH:13][C:12]=3[C@@H:17]([OH:19])[CH3:18])(=[O:10])=[O:9])=[CH:4][C:3]=2[CH3:20])=[CH:24][CH:23]=1. (4) Given the reactants [NH2:1][C:2]1[CH:9]=[CH:8][CH:7]=[C:6]([O:10][CH2:11][CH:12]2[CH2:17][CH2:16][NH:15][CH2:14][CH2:13]2)[C:3]=1[C:4]#[N:5].[OH:18][C:19]1[CH:20]=[C:21]([CH:25]=[CH:26][CH:27]=1)[C:22](O)=[O:23], predict the reaction product. The product is: [NH2:1][C:2]1[CH:9]=[CH:8][CH:7]=[C:6]([O:10][CH2:11][CH:12]2[CH2:17][CH2:16][N:15]([C:22](=[O:23])[C:21]3[CH:25]=[CH:26][CH:27]=[C:19]([OH:18])[CH:20]=3)[CH2:14][CH2:13]2)[C:3]=1[C:4]#[N:5]. (5) Given the reactants COC[O:4][CH2:5][CH2:6][CH2:7][C:8]1[C:9]([CH:13]([CH3:15])[CH3:14])=[N:10][NH:11][CH:12]=1.Cl[C:17]1[CH:22]=[CH:21][C:20]([N+:23]([O-:25])=[O:24])=[CH:19][N:18]=1.[H-].[Na+].[H][H], predict the reaction product. The product is: [CH3:14][CH:13]([C:9]1[C:8]([CH2:7][CH2:6][CH2:5][OH:4])=[CH:12][N:11]([C:17]2[CH:22]=[CH:21][C:20]([N+:23]([O-:25])=[O:24])=[CH:19][N:18]=2)[N:10]=1)[CH3:15]. (6) Given the reactants P(Cl)(C(C)(C)C)C(C)(C)C.Br[C:12]1[CH:13]=[N:14][CH:15]=[CH:16][CH:17]=1.[NH:18]([C:25]1[CH:30]=[CH:29][CH:28]=[CH:27][CH:26]=1)[C:19]1[CH:24]=[CH:23][CH:22]=[CH:21][CH:20]=1.[OH-].[K+], predict the reaction product. The product is: [N:14]1[CH:15]=[CH:16][CH:17]=[C:12]([N:18]([C:25]2[CH:26]=[CH:27][CH:28]=[CH:29][CH:30]=2)[C:19]2[CH:24]=[CH:23][CH:22]=[CH:21][CH:20]=2)[CH:13]=1.